This data is from Forward reaction prediction with 1.9M reactions from USPTO patents (1976-2016). The task is: Predict the product of the given reaction. (1) Given the reactants Cl[C:2]1[CH:7]=[CH:6][C:5]([CH3:8])=[CH:4][CH:3]=1.[C:9]1(B(O)O)[CH:14]=[CH:13]C=[CH:11][CH:10]=1.O.[C:19](=O)([O-])[O-].[K+].[K+], predict the reaction product. The product is: [CH3:19][C:2]1[CH:7]=[CH:6][C:5]([C:8]2[CH:13]=[CH:14][CH:9]=[CH:10][CH:11]=2)=[CH:4][CH:3]=1. (2) Given the reactants [O:1]1[C:5]2[CH:6]=[CH:7][C:8]([C:10]3[CH:11]=[C:12]([S:16]([NH:19][C:20]4[CH:29]=[CH:28][C:23]([C:24]([O:26]C)=[O:25])=[C:22]([OH:30])[CH:21]=4)(=[O:18])=[O:17])[S:13][C:14]=3[Cl:15])=[CH:9][C:4]=2[O:3][CH2:2]1.O.CCOCC, predict the reaction product. The product is: [O:1]1[C:5]2[CH:6]=[CH:7][C:8]([C:10]3[CH:11]=[C:12]([S:16]([NH:19][C:20]4[CH:29]=[CH:28][C:23]([C:24]([OH:26])=[O:25])=[C:22]([OH:30])[CH:21]=4)(=[O:17])=[O:18])[S:13][C:14]=3[Cl:15])=[CH:9][C:4]=2[O:3][CH2:2]1. (3) Given the reactants [C:1]([O:9][CH2:10][C@H:11]1[O:19][C@H:18]2[C@H:14]([N:15]=[C:16]([N:20]([C:23]([O:25][C:26]([CH3:29])([CH3:28])[CH3:27])=[O:24])[CH2:21][CH3:22])[S:17]2)[C@@H:13](O)[C@@H:12]1[O:31][C:32](=[O:39])[C:33]1[CH:38]=[CH:37][CH:36]=[CH:35][CH:34]=1)(=[O:8])[C:2]1[CH:7]=[CH:6][CH:5]=[CH:4][CH:3]=1.CCN(S(F)(F)[F:46])CC, predict the reaction product. The product is: [C:1]([O:9][CH2:10][C@H:11]1[O:19][C@H:18]2[C@H:14]([N:15]=[C:16]([N:20]([C:23]([O:25][C:26]([CH3:29])([CH3:28])[CH3:27])=[O:24])[CH2:21][CH3:22])[S:17]2)[C@@H:13]([F:46])[C@@H:12]1[O:31][C:32](=[O:39])[C:33]1[CH:38]=[CH:37][CH:36]=[CH:35][CH:34]=1)(=[O:8])[C:2]1[CH:7]=[CH:6][CH:5]=[CH:4][CH:3]=1.